The task is: Predict which catalyst facilitates the given reaction.. This data is from Catalyst prediction with 721,799 reactions and 888 catalyst types from USPTO. (1) Reactant: [N:1]1([C:7]([O:9][C:10]([CH3:13])([CH3:12])[CH3:11])=[O:8])[CH2:6][CH2:5][NH:4][CH2:3][CH2:2]1.CCN(CC)CC.[CH3:21][S:22](Cl)(=[O:24])=[O:23].CC(=O)OCC. Product: [CH3:21][S:22]([N:4]1[CH2:5][CH2:6][N:1]([C:7]([O:9][C:10]([CH3:13])([CH3:12])[CH3:11])=[O:8])[CH2:2][CH2:3]1)(=[O:24])=[O:23]. The catalyst class is: 2. (2) Reactant: FC(F)(F)C(O)=O.C(OC([N:15]1[CH2:20][CH2:19][N:18]([C:21]2[CH:26]=[CH:25][C:24]([S:27][CH3:28])=[CH:23][CH:22]=2)[CH2:17][CH2:16]1)=O)(C)(C)C.C(=O)(O)N. Product: [CH3:28][S:27][C:24]1[CH:23]=[CH:22][C:21]([N:18]2[CH2:19][CH2:20][NH:15][CH2:16][CH2:17]2)=[CH:26][CH:25]=1. The catalyst class is: 4.